Dataset: Full USPTO retrosynthesis dataset with 1.9M reactions from patents (1976-2016). Task: Predict the reactants needed to synthesize the given product. The reactants are: [Cl:1][C:2]1[CH:7]=[CH:6][C:5]([C:8]2[C:12]3[CH2:13][N:14]([S:17]([CH3:20])(=[O:19])=[O:18])[CH2:15][CH2:16][C:11]=3[N:10]([CH2:21][CH2:22][CH2:23][N:24]3[CH2:29][CH2:28][O:27][CH2:26][CH2:25]3)[N:9]=2)=[CH:4][C:3]=1[C:30]#[CH:31].ClC1C=CC(C2C3CN(S(C)(=O)=O)CCC=3N(CCCN3CCOCC3)N=2)=CC=1C#C[Si](C)(C)C.[F-].C([N+:72]([CH2:81][CH2:82][CH2:83][CH3:84])([CH2:77][CH2:78][CH2:79][CH3:80])CCCC)CCC. Given the product [Cl:1][C:2]1[CH:7]=[CH:6][C:5]([C:8]2[C:12]3[CH2:13][N:14]([S:17]([CH3:20])(=[O:19])=[O:18])[CH2:15][CH2:16][C:11]=3[N:10]([CH2:21][CH2:22][CH2:23][N:24]3[CH2:25][CH2:26][O:27][CH2:28][CH2:29]3)[N:9]=2)=[CH:4][C:3]=1[C:30]#[C:31][C:80]1[CH:84]=[C:83]2[C:77](=[CH:78][CH:79]=1)[NH:72][CH:81]=[CH:82]2, predict the reactants needed to synthesize it.